From a dataset of Aqueous solubility values for 9,982 compounds from the AqSolDB database. Regression/Classification. Given a drug SMILES string, predict its absorption, distribution, metabolism, or excretion properties. Task type varies by dataset: regression for continuous measurements (e.g., permeability, clearance, half-life) or binary classification for categorical outcomes (e.g., BBB penetration, CYP inhibition). For this dataset (solubility_aqsoldb), we predict Y. (1) The molecule is CCOC(=O)C1=NN(c2ccccc2)C(=O)C1N=Nc1ccc(-c2ccc(N=NC3C(=O)N(c4ccccc4)N=C3C(=O)OCC)c(Cl)c2)cc1Cl. The Y is -8.53 log mol/L. (2) The molecule is Nc1ccc2c(c1)C(=O)OC2. The Y is -2.04 log mol/L. (3) The Y is -5.20 log mol/L. The drug is CCCC(=O)N(CSP(=S)(OC)OC)c1ccccc1Cl. (4) The compound is Clc1cc(Cl)cc(C2(CC(Cl)(Cl)Cl)CO2)c1. The Y is -5.25 log mol/L. (5) The compound is C/C=C1\CC2C=CC1C2. The Y is -3.18 log mol/L. (6) The drug is CC(=O)Nc1ccc(O)cc1. The Y is -1.03 log mol/L.